From a dataset of Reaction yield outcomes from USPTO patents with 853,638 reactions. Predict the reaction yield, written as a fraction of the theoretical maximum amount of product (1.0 means a 100% yield; for example, 0.34 means a 34% yield). (1) The product is [C:60]([C:53]1[CH:54]=[CH:55][C:56]([O:34][CH2:35][C:36]2[CH:37]=[C:38]([S:42][C:43]3[CH:44]=[N:45][CH:46]=[C:47]([CH:50]=3)[C:48]#[N:49])[CH:39]=[CH:40][CH:41]=2)=[C:57]([CH3:58])[C:52]=1[OH:51])(=[O:62])[CH3:61]. The catalyst is C1COCC1. The reactants are C1(P(C2C=CC=CC=2)C2C=CC=CC=2)C=CC=CC=1.CC(OC(/N=N/C(OC(C)C)=O)=O)C.[OH:34][CH2:35][C:36]1[CH:37]=[C:38]([S:42][C:43]2[CH:44]=[N:45][CH:46]=[C:47]([CH:50]=2)[C:48]#[N:49])[CH:39]=[CH:40][CH:41]=1.[OH:51][C:52]1[C:57]([CH3:58])=[C:56](O)[CH:55]=[CH:54][C:53]=1[C:60](=[O:62])[CH3:61]. The yield is 0.500. (2) The reactants are [C:1]([C:3]([C:6]1[CH:7]=[C:8]([CH:33]=[CH:34][CH:35]=1)[C:9]([NH:11][C:12]1[CH:13]=[CH:14][C:15]([CH3:32])=[C:16]([N:18]2[C:27](=[O:28])[C:26]3[C:21](=[C:22]([C:29](O)=[O:30])[CH:23]=[CH:24][CH:25]=3)[N:20]=[CH:19]2)[CH:17]=1)=[O:10])([CH3:5])[CH3:4])#[N:2].Cl.CN.[CH3:39][N:40](C(ON1N=NC2C=CC=NC1=2)=[N+](C)C)C.F[P-](F)(F)(F)(F)F.CCN(C(C)C)C(C)C. The catalyst is CN(C=O)C. The product is [C:1]([C:3]([C:6]1[CH:7]=[C:8]([CH:33]=[CH:34][CH:35]=1)[C:9]([NH:11][C:12]1[CH:13]=[CH:14][C:15]([CH3:32])=[C:16]([N:18]2[C:27](=[O:28])[C:26]3[C:21](=[C:22]([C:29]([NH:40][CH3:39])=[O:30])[CH:23]=[CH:24][CH:25]=3)[N:20]=[CH:19]2)[CH:17]=1)=[O:10])([CH3:4])[CH3:5])#[N:2]. The yield is 0.696. (3) The reactants are [CH3:1][C:2]1[CH:11]=[CH:10][C:9]2[C:4](=[CH:5][CH:6]=[CH:7][C:8]=2[N:12]2[CH2:17][CH2:16][NH:15][CH2:14][CH2:13]2)[N:3]=1.Cl[CH2:19][C:20]([C:22]1[C:23]([F:33])=[CH:24][C:25]2[O:30][CH2:29][C:28](=[O:31])[NH:27][C:26]=2[CH:32]=1)=[O:21]. The catalyst is C(#N)C.C(N(C(C)C)CC)(C)C. The product is [F:33][C:23]1[C:22]([C:20](=[O:21])[CH2:19][N:15]2[CH2:16][CH2:17][N:12]([C:8]3[CH:7]=[CH:6][CH:5]=[C:4]4[C:9]=3[CH:10]=[CH:11][C:2]([CH3:1])=[N:3]4)[CH2:13][CH2:14]2)=[CH:32][C:26]2[NH:27][C:28](=[O:31])[CH2:29][O:30][C:25]=2[CH:24]=1. The yield is 0.230. (4) The reactants are O[CH:2]([CH2:25][CH2:26][CH2:27][CH3:28])[CH2:3][CH2:4][CH2:5][CH2:6][CH2:7][CH2:8][CH2:9][CH2:10][CH2:11][CH2:12][CH2:13][CH:14]([C:20]([O:22][CH2:23][CH3:24])=[O:21])[C:15]([O:17][CH2:18][CH3:19])=[O:16].CS(Cl)(=O)=O.[NH:34]1[CH:38]=[CH:37][N:36]=[CH:35]1. The catalyst is CN(C1C=CN=CC=1)C.C(Cl)Cl. The product is [N:34]1([CH:2]([CH2:25][CH2:26][CH2:27][CH3:28])[CH2:3][CH2:4][CH2:5][CH2:6][CH2:7][CH2:8][CH2:9][CH2:10][CH2:11][CH2:12][CH2:13][CH:14]([C:20]([O:22][CH2:23][CH3:24])=[O:21])[C:15]([O:17][CH2:18][CH3:19])=[O:16])[CH:38]=[CH:37][N:36]=[CH:35]1. The yield is 0.325.